From a dataset of Forward reaction prediction with 1.9M reactions from USPTO patents (1976-2016). Predict the product of the given reaction. (1) Given the reactants C([O:3][C:4](=[O:31])[C:5]1[CH:10]=[C:9]([C:11]([F:14])([F:13])[F:12])[C:8]([CH2:15][N:16]2[CH2:20][CH2:19][C@@H:18]([N:21]([C:23]([O:25][C:26]([CH3:29])([CH3:28])[CH3:27])=[O:24])[CH3:22])[CH2:17]2)=[CH:7][C:6]=1[NH2:30])C.NC1C(Cl)=C(C=O)C(C(F)(F)F)=CC=1C(O)=O, predict the reaction product. The product is: [NH2:30][C:6]1[CH:7]=[C:8]([CH2:15][N:16]2[CH2:20][CH2:19][C@@H:18]([N:21]([C:23]([O:25][C:26]([CH3:29])([CH3:27])[CH3:28])=[O:24])[CH3:22])[CH2:17]2)[C:9]([C:11]([F:14])([F:12])[F:13])=[CH:10][C:5]=1[C:4]([OH:31])=[O:3]. (2) Given the reactants [CH3:1][O:2][C:3]1[CH:4]=[C:5]2[C:10](=[C:11]([NH2:13])[CH:12]=1)[N:9]=[CH:8][CH:7]=[CH:6]2.[N+:14]([C:17]1[CH:22]=[CH:21][CH:20]=[CH:19][C:18]=1[S:23](Cl)(=[O:25])=[O:24])([O-:16])=[O:15], predict the reaction product. The product is: [CH3:1][O:2][C:3]1[CH:4]=[C:5]2[C:10](=[C:11]([NH:13][S:23]([C:18]3[CH:19]=[CH:20][CH:21]=[CH:22][C:17]=3[N+:14]([O-:16])=[O:15])(=[O:24])=[O:25])[CH:12]=1)[N:9]=[CH:8][CH:7]=[CH:6]2. (3) Given the reactants [C:1]([C:3]1[O:4][C:5]2[CH:11]=[C:10]([O:12][CH3:13])[CH:9]=[CH:8][C:6]=2[CH:7]=1)#[CH:2].C#CCCCCCC.[C:22]([O:26][C:27](=[O:46])[NH:28][C:29]1([C:37]#[C:38][C:39]2[CH:44]=[CH:43][C:42](I)=[CH:41][CH:40]=2)[CH2:34][O:33][C:32]([CH3:36])([CH3:35])[O:31][CH2:30]1)([CH3:25])([CH3:24])[CH3:23].IC1C=C2C(=CC=1)CN(C(C1C=CC=CC=1)(C1C=CC=CC=1)C1C=CC=CC=1)C2, predict the reaction product. The product is: [CH3:13][O:12][C:10]1[CH:9]=[CH:8][C:6]2[CH:7]=[C:3]([C:1]#[C:2][C:42]3[CH:43]=[CH:44][C:39]([C:38]#[C:37][C:29]4([NH:28][C:27](=[O:46])[O:26][C:22]([CH3:25])([CH3:24])[CH3:23])[CH2:34][O:33][C:32]([CH3:36])([CH3:35])[O:31][CH2:30]4)=[CH:40][CH:41]=3)[O:4][C:5]=2[CH:11]=1. (4) Given the reactants [C:1]1([C:7]2[CH:8]=[C:9]3[C:13](=[C:14]([C:16]([NH2:18])=[O:17])[CH:15]=2)[NH:12][CH:11]=[C:10]3[CH:19]2[CH2:23][CH2:22][CH:21]([NH:24]CC3C=CC=CC=3)[CH2:20]2)[CH:6]=[CH:5][CH:4]=[CH:3][CH:2]=1.C([O-])=O.[NH4+], predict the reaction product. The product is: [NH2:24][CH:21]1[CH2:22][CH2:23][CH:19]([C:10]2[C:9]3[C:13](=[C:14]([C:16]([NH2:18])=[O:17])[CH:15]=[C:7]([C:1]4[CH:6]=[CH:5][CH:4]=[CH:3][CH:2]=4)[CH:8]=3)[NH:12][CH:11]=2)[CH2:20]1. (5) Given the reactants [OH:1][NH:2][C:3](=[NH:29])[C:4]1[CH:9]=[CH:8][C:7]([O:10][CH2:11][CH2:12][CH:13]([CH3:28])[CH2:14][CH2:15][N:16]2[CH2:20][CH2:19][N:18]([C:21]3[CH:26]=[CH:25][N:24]=[CH:23][CH:22]=3)[C:17]2=[O:27])=[CH:6][CH:5]=1.[F:30][C:31]([F:42])([F:41])[C:32](O[C:32](=O)[C:31]([F:42])([F:41])[F:30])=O, predict the reaction product. The product is: [CH3:28][CH:13]([CH2:12][CH2:11][O:10][C:7]1[CH:8]=[CH:9][C:4]([C:3]2[N:29]=[C:32]([C:31]([F:42])([F:41])[F:30])[O:1][N:2]=2)=[CH:5][CH:6]=1)[CH2:14][CH2:15][N:16]1[CH2:20][CH2:19][N:18]([C:21]2[CH:22]=[CH:23][N:24]=[CH:25][CH:26]=2)[C:17]1=[O:27]. (6) Given the reactants C(O)(C(F)(F)F)=O.[Cl:8][C:9]1[CH:10]=[CH:11][C:12]([CH2:24][CH:25]([NH:30][C:31]2[CH:36]=[CH:35][C:34]([O:37][CH3:38])=[CH:33][CH:32]=2)[C:26]([F:29])([F:28])[F:27])=[C:13]([CH:23]=1)[CH2:14][NH:15]C(=O)OC(C)(C)C, predict the reaction product. The product is: [NH2:15][CH2:14][C:13]1[CH:23]=[C:9]([Cl:8])[CH:10]=[CH:11][C:12]=1[CH2:24][CH:25]([NH:30][C:31]1[CH:36]=[CH:35][C:34]([O:37][CH3:38])=[CH:33][CH:32]=1)[C:26]([F:29])([F:28])[F:27].